From a dataset of Full USPTO retrosynthesis dataset with 1.9M reactions from patents (1976-2016). Predict the reactants needed to synthesize the given product. Given the product [Br:1][C:2]1[CH:3]=[C:4]([CH2:9][C:11]#[N:12])[CH:5]=[C:6]([Cl:8])[CH:7]=1, predict the reactants needed to synthesize it. The reactants are: [Br:1][C:2]1[CH:7]=[C:6]([Cl:8])[CH:5]=[C:4]([CH2:9]Br)[CH:3]=1.[C-:11]#[N:12].[Na+].